Dataset: Experimentally validated miRNA-target interactions with 360,000+ pairs, plus equal number of negative samples. Task: Binary Classification. Given a miRNA mature sequence and a target amino acid sequence, predict their likelihood of interaction. The miRNA is mmu-miR-206-3p with sequence UGGAAUGUAAGGAAGUGUGUGG. The protein sequence of the target gene is MEGSWRDVLAVLVILAQLTASGSSYQIIEGPQNVTVLKDSEAHFNCTVTHGWKLLMWTLNQMVVLSLTTQGPIITNNRFTYASYNSTDSFISELIIHDVQPSDSGSVQCSLQNSHGFGSAFLSVQVMGTLNIPSNNLIVTEGEPCNVTCYAVGWTSLPDISWELEVPVSHSSYNSFLESGNFMRVLSVLDLTPLGNGTLTCVAELKDLQASKSLTVNLTVVQPPPDSIGEEGPALPTWAIILLAVAFSLLLILIIVLIIIFCCCCASRREKEESTYQNEIRKSANMRTNKADPETKLKGG.... Result: 1 (interaction).